From a dataset of Reaction yield outcomes from USPTO patents with 853,638 reactions. Predict the reaction yield, written as a fraction of the theoretical maximum amount of product (1.0 means a 100% yield; for example, 0.34 means a 34% yield). (1) The reactants are [C:9](O[C:9]([O:11][C:12]([CH3:15])([CH3:14])[CH3:13])=[O:10])([O:11][C:12]([CH3:15])([CH3:14])[CH3:13])=[O:10].[NH2:16][CH2:17][CH2:18][CH2:19][OH:20].O. The catalyst is ClCCl. The product is [C:12]([O:11][C:9]([NH:16][CH2:17][CH2:18][CH2:19][OH:20])=[O:10])([CH3:13])([CH3:14])[CH3:15]. The yield is 0.960. (2) The reactants are [N:1]([CH2:4][CH2:5][CH2:6][C:7]([O:9]CC)=[O:8])=[N+:2]=[N-:3].[OH-].[K+]. The catalyst is CO.O. The product is [N:1]([CH2:4][CH2:5][CH2:6][C:7]([OH:9])=[O:8])=[N+:2]=[N-:3]. The yield is 0.920. (3) The product is [Cl:21][C:18]1[S:17][C:16]([CH2:15][O:14][C:10]2[CH:11]=[CH:12][CH:13]=[C:4]([C:3]([OH:22])=[O:2])[C:5]=2[C:6]([OH:8])=[O:7])=[CH:20][CH:19]=1. The catalyst is [OH-].[Na+]. The reactants are C[O:2][C:3](=[O:22])[C:4]1[C:5](=[C:10]([O:14][CH2:15][C:16]2[S:17][C:18]([Cl:21])=[CH:19][CH:20]=2)[CH:11]=[CH:12][CH:13]=1)[C:6]([O:8]C)=[O:7]. The yield is 0.760. (4) The reactants are N[C:2]1[CH:3]=[C:4]([CH:8]=[CH:9][C:10]=1[C:11]([O:13][CH3:14])=[O:12])[C:5]([OH:7])=[O:6].N([O-])=[O:16].[Na+].S(=O)(=O)(O)O. The catalyst is Cl.C(O)(=O)C. The product is [OH:16][C:2]1[CH:3]=[C:4]([CH:8]=[CH:9][C:10]=1[C:11]([O:13][CH3:14])=[O:12])[C:5]([OH:7])=[O:6]. The yield is 0.530. (5) The reactants are [CH3:1][C:2]1[N:3]=[C:4]([NH:8][C:9](=[O:17])OC2C=CC=CC=2)[S:5][C:6]=1[CH3:7].[F:18][C:19]([F:39])([F:38])[CH:20]1[CH2:25][CH2:24][CH2:23][CH:22]([C:26]2[CH:27]=[CH:28][C:29]3[N:35]4[CH2:36][C@H:32]([CH2:33][CH2:34]4)[NH:31][C:30]=3[N:37]=2)[CH2:21]1. The catalyst is CN(C1C=CN=CC=1)C.C(#N)C. The product is [CH3:1][C:2]1[N:3]=[C:4]([NH:8][C:9]([N:31]2[C@@H:32]3[CH2:36][N:35]([CH2:34][CH2:33]3)[C:29]3[CH:28]=[CH:27][C:26]([CH:22]4[CH2:23][CH2:24][CH2:25][CH:20]([C:19]([F:18])([F:38])[F:39])[CH2:21]4)=[N:37][C:30]2=3)=[O:17])[S:5][C:6]=1[CH3:7]. The yield is 0.120. (6) The reactants are [NH2:1][C@H:2]1[C:11]2[C:6](=[CH:7][CH:8]=[CH:9][CH:10]=2)[N:5]([C:12](=[O:14])[CH3:13])[C@@H:4]([CH3:15])[C@@H:3]1[CH3:16].Br[C:18]1[CH:23]=[CH:22][C:21]([Cl:24])=[CH:20][C:19]=1[O:25][CH3:26].CN(C1C(C2C(P(C3CCCCC3)C3CCCCC3)=CC=CC=2)=CC=CC=1)C.CC(C)([O-])C.[Na+]. The catalyst is C1C=CC(/C=C/C(/C=C/C2C=CC=CC=2)=O)=CC=1.C1C=CC(/C=C/C(/C=C/C2C=CC=CC=2)=O)=CC=1.C1C=CC(/C=C/C(/C=C/C2C=CC=CC=2)=O)=CC=1.[Pd].[Pd].O1CCOCC1. The product is [Cl:24][C:21]1[CH:22]=[CH:23][C:18]([NH:1][C@H:2]2[C:11]3[C:6](=[CH:7][CH:8]=[CH:9][CH:10]=3)[N:5]([C:12](=[O:14])[CH3:13])[C@@H:4]([CH3:15])[C@@H:3]2[CH3:16])=[C:19]([O:25][CH3:26])[CH:20]=1. The yield is 0.482. (7) The reactants are [NH:1]1[C:9]2[C:4](=[CH:5][CH:6]=[CH:7][CH:8]=2)[CH:3]=[CH:2]1.I[C:11]1[CH:16]=[CH:15][CH:14]=[CH:13][C:12]=1[O:17][CH3:18]. No catalyst specified. The product is [CH3:18][O:17][C:12]1[CH:13]=[CH:14][CH:15]=[CH:16][C:11]=1[N:1]1[C:9]2[C:4](=[CH:5][CH:6]=[CH:7][CH:8]=2)[CH:3]=[CH:2]1. The yield is 1.00. (8) The reactants are [CH3:1][C:2]1[CH:7]=[CH:6][N:5]=[C:4]([NH:8][CH2:9][CH2:10][CH2:11][CH2:12][C:13]([O:15]CC)=[O:14])[CH:3]=1.[OH-].[Na+]. The catalyst is CO. The product is [CH3:1][C:2]1[CH:7]=[CH:6][N:5]=[C:4]([NH:8][CH2:9][CH2:10][CH2:11][CH2:12][C:13]([OH:15])=[O:14])[CH:3]=1. The yield is 0.270. (9) The reactants are C1C=CC([As](C2C=CC=CC=2)C2C=CC=CC=2)=CC=1.Br[C:21]1[C:25]2[N:26]=[C:27]([N:35]([CH3:37])[CH3:36])[N:28]=[C:29]([C:30]3[O:31][CH:32]=[CH:33][CH:34]=3)[C:24]=2[S:23][CH:22]=1.C([Sn](CCCC)(CCCC)[C:43]1[O:44][CH:45]=[CH:46][CH:47]=1)CCC.O. The catalyst is CN(C=O)C. The product is [O:31]1[CH:32]=[CH:33][CH:34]=[C:30]1[C:29]1[C:24]2[S:23][CH:22]=[C:21]([C:43]3[O:44][CH:45]=[CH:46][CH:47]=3)[C:25]=2[N:26]=[C:27]([N:35]([CH3:37])[CH3:36])[N:28]=1. The yield is 0.150. (10) The reactants are I([O-])(=O)(=O)=O.[Na+].[Cl:7][C:8]1[N:13]=[C:12]([N:14]2[CH2:19][CH2:18][O:17][CH2:16][C@H:15]2[CH3:20])[CH:11]=[C:10]([CH2:21][S:22][CH3:23])[N:9]=1.S(S([O-])=O)([O-])(=O)=[O:25].[Na+].[Na+]. The catalyst is O.CCOC(C)=O.CO. The product is [Cl:7][C:8]1[N:13]=[C:12]([N:14]2[CH2:19][CH2:18][O:17][CH2:16][C@H:15]2[CH3:20])[CH:11]=[C:10]([CH2:21][S@@:22]([CH3:23])=[O:25])[N:9]=1. The yield is 0.190.